Dataset: Reaction yield outcomes from USPTO patents with 853,638 reactions. Task: Predict the reaction yield, written as a fraction of the theoretical maximum amount of product (1.0 means a 100% yield; for example, 0.34 means a 34% yield). (1) The reactants are C(OC([NH:8][C@H:9]([C:19]([N:21]([CH2:28][C:29]1[CH:34]=[CH:33][CH:32]=[CH:31][CH:30]=1)[CH2:22][C:23](OCC)=[O:24])=[O:20])[CH2:10][C:11]1[CH:16]=[CH:15][C:14]([O:17][CH3:18])=[CH:13][CH:12]=1)=O)(C)(C)C.FC(F)(F)C(O)=O. The catalyst is C1(C)C=CC=CC=1. The product is [CH2:28]([N:21]1[CH2:22][C:23](=[O:24])[NH:8][CH:9]([CH2:10][C:11]2[CH:16]=[CH:15][C:14]([O:17][CH3:18])=[CH:13][CH:12]=2)[C:19]1=[O:20])[C:29]1[CH:34]=[CH:33][CH:32]=[CH:31][CH:30]=1. The yield is 0.780. (2) The reactants are [CH3:1][N:2]([C:11]1[CH:12]=[CH:13][CH:14]=[C:15]2[C:19]=1[NH:18][C:17]([C:20]1[S:21][C:22]([CH3:32])([CH2:25][N:26]3[CH2:31][CH2:30][NH:29][CH2:28][CH2:27]3)[CH2:23][N:24]=1)=[CH:16]2)[S:3]([C:6]1[S:7][CH:8]=[CH:9][CH:10]=1)(=[O:5])=[O:4].C(N(CC)CC)C.[CH3:40][S:41](Cl)(=[O:43])=[O:42]. The catalyst is O1CCCC1. The product is [CH3:1][N:2]([C:11]1[CH:12]=[CH:13][CH:14]=[C:15]2[C:19]=1[NH:18][C:17]([C:20]1[S:21][C:22]([CH3:32])([CH2:25][N:26]3[CH2:31][CH2:30][N:29]([S:41]([CH3:40])(=[O:43])=[O:42])[CH2:28][CH2:27]3)[CH2:23][N:24]=1)=[CH:16]2)[S:3]([C:6]1[S:7][CH:8]=[CH:9][CH:10]=1)(=[O:5])=[O:4]. The yield is 0.810. (3) The reactants are C1C(=O)N([Br:8])C(=O)C1.[F:9][C:10]1[CH:11]=[CH:12][CH:13]=[C:14]2[C:19]=1[NH:18][C:17](=[O:20])[CH2:16][CH2:15]2.O. The yield is 0.850. The catalyst is CN(C=O)C. The product is [Br:8][C:12]1[CH:13]=[C:14]2[C:19](=[C:10]([F:9])[CH:11]=1)[NH:18][C:17](=[O:20])[CH2:16][CH2:15]2.